This data is from Forward reaction prediction with 1.9M reactions from USPTO patents (1976-2016). The task is: Predict the product of the given reaction. (1) The product is: [C:19]([O:23][C:24]([N:26]1[CH2:31][CH2:30][CH:29]([C:32](=[O:33])[NH:1][C:2]2[S:3][C:4]3[C:10]([N:11]4[CH2:16][CH2:15][O:14][CH2:13][CH2:12]4)=[CH:9][CH:8]=[C:7]([O:17][CH3:18])[C:5]=3[N:6]=2)[CH2:28][CH2:27]1)=[O:25])([CH3:22])([CH3:21])[CH3:20]. Given the reactants [NH2:1][C:2]1[S:3][C:4]2[C:10]([N:11]3[CH2:16][CH2:15][O:14][CH2:13][CH2:12]3)=[CH:9][CH:8]=[C:7]([O:17][CH3:18])[C:5]=2[N:6]=1.[C:19]([O:23][C:24]([N:26]1[CH2:31][CH2:30][CH:29]([C:32](Cl)=[O:33])[CH2:28][CH2:27]1)=[O:25])([CH3:22])([CH3:21])[CH3:20], predict the reaction product. (2) Given the reactants [C:1]([O:5][C:6](=[O:14])[N:7]([CH2:11][CH2:12][OH:13])[CH2:8][CH2:9][CH3:10])([CH3:4])([CH3:3])[CH3:2].[H-].[Na+].Cl[C:18]1[N:23]=[C:22]([O:24][CH3:25])[C:21]([N+:26]([O-:28])=[O:27])=[CH:20][N:19]=1.O, predict the reaction product. The product is: [C:1]([O:5][C:6](=[O:14])[N:7]([CH2:11][CH2:12][O:13][C:18]1[N:23]=[C:22]([O:24][CH3:25])[C:21]([N+:26]([O-:28])=[O:27])=[CH:20][N:19]=1)[CH2:8][CH2:9][CH3:10])([CH3:2])([CH3:3])[CH3:4]. (3) Given the reactants O[C:2]([CH2:4][CH2:5][CH2:6][CH2:7][C@H:8]1[C@@H:16]2[C@@H:11]([NH:12][C:13]([NH:15]2)=[O:14])[CH2:10][S:9]1)=[O:3].CCN(CC)CC.CN(C(ON1N=NC2C=CC=NC1=2)=[N+](C)C)C.F[P-](F)(F)(F)(F)F.[NH2:48][CH2:49][CH2:50][CH2:51][CH2:52][CH2:53][C:54]([O:56][C:57]1[CH:58]=[C:59]2[C:63](=[CH:64][CH:65]=1)[NH:62][CH:61]=[C:60]2[CH2:66][CH2:67][NH:68][C:69]1[N:77]=[C:76]([C:78]2[C:79]3[CH:86]=[CH:85][CH:84]=[CH:83][C:80]=3[S:81][CH:82]=2)[N:75]=[C:74]2[C:70]=1[N:71]=[CH:72][N:73]2[CH:87]([CH3:89])[CH3:88])=[O:55], predict the reaction product. The product is: [O:14]=[C:13]1[NH:12][C@H:11]2[CH2:10][S:9][C@@H:8]([CH2:7][CH2:6][CH2:5][CH2:4][C:2]([NH:48][CH2:49][CH2:50][CH2:51][CH2:52][CH2:53][C:54]([O:56][C:57]3[CH:58]=[C:59]4[C:63](=[CH:64][CH:65]=3)[NH:62][CH:61]=[C:60]4[CH2:66][CH2:67][NH:68][C:69]3[N:77]=[C:76]([C:78]4[C:79]5[CH:86]=[CH:85][CH:84]=[CH:83][C:80]=5[S:81][CH:82]=4)[N:75]=[C:74]4[C:70]=3[N:71]=[CH:72][N:73]4[CH:87]([CH3:89])[CH3:88])=[O:55])=[O:3])[C@H:16]2[NH:15]1. (4) The product is: [C:41]([NH:1][C:2]1[CH:7]=[C:6]([O:8][C:9]2[C:14]([F:15])=[CH:13][C:12]([NH:16][C:17]([C:19]3[C:20](=[O:32])[N:21]([C:26]4[CH:27]=[CH:28][CH:29]=[CH:30][CH:31]=4)[N:22]([CH3:25])[C:23]=3[CH3:24])=[O:18])=[C:11]([Cl:33])[CH:10]=2)[CH:5]=[CH:4][N:3]=1)(=[O:43])[CH3:42]. Given the reactants [NH2:1][C:2]1[CH:7]=[C:6]([O:8][C:9]2[C:14]([F:15])=[CH:13][C:12]([NH:16][C:17]([C:19]3[C:20](=[O:32])[N:21]([C:26]4[CH:31]=[CH:30][CH:29]=[CH:28][CH:27]=4)[N:22]([CH3:25])[C:23]=3[CH3:24])=[O:18])=[C:11]([Cl:33])[CH:10]=2)[CH:5]=[CH:4][N:3]=1.CCN(CC)CC.[C:41](OC(=O)C)(=[O:43])[CH3:42], predict the reaction product. (5) Given the reactants [O:1]1[CH2:3][C@H:2]1[CH2:4][N:5]1[C:11]2[CH:12]=[CH:13][CH:14]=[CH:15][C:10]=2[CH2:9][CH2:8][C:7]2[CH:16]=[CH:17][CH:18]=[CH:19][C:6]1=2.[N-:20]=[N+]=[N-].[Na+].[Cl-].[NH4+].C1C=CC(P(C2C=CC=CC=2)C2C=CC=CC=2)=CC=1, predict the reaction product. The product is: [NH2:20][CH2:3][C@H:2]([OH:1])[CH2:4][N:5]1[C:11]2[CH:12]=[CH:13][CH:14]=[CH:15][C:10]=2[CH2:9][CH2:8][C:7]2[CH:16]=[CH:17][CH:18]=[CH:19][C:6]1=2. (6) Given the reactants [CH2:1]([C:3]1[NH:13][C:6]2=[N:7][C:8]([CH3:12])=[CH:9][C:10]([CH3:11])=[C:5]2[N:4]=1)[CH3:2].[CH3:14][O:15][C:16](=[O:25])[C:17]1[CH:22]=[CH:21][C:20]([CH2:23]Br)=[CH:19][CH:18]=1.[H-].[Na+], predict the reaction product. The product is: [CH3:14][O:15][C:16](=[O:25])[C:17]1[CH:22]=[CH:21][C:20]([CH2:23][N:13]2[C:6]3=[N:7][C:8]([CH3:12])=[CH:9][C:10]([CH3:11])=[C:5]3[N:4]=[C:3]2[CH2:1][CH3:2])=[CH:19][CH:18]=1. (7) Given the reactants [C:1]([CH2:4][N:5]1[C:9]([NH:10][C:11]([NH:13][C:14]2[CH:19]=[CH:18][CH:17]=[C:16]([Cl:20])[C:15]=2[Cl:21])=[O:12])=[CH:8][C:7]([C:22]([CH3:25])([CH3:24])[CH3:23])=[N:6]1)(O)=[O:2].C(OC(CN1C(NC(NC2C=CC=C(Cl)C=2Cl)=O)=CC(C(C)(C)C)=N1)=O)C.[OH-].[Na+].Cl, predict the reaction product. The product is: [OH:2][CH2:1][CH2:4][N:5]1[C:9]([NH:10][C:11]([NH:13][C:14]2[CH:19]=[CH:18][CH:17]=[C:16]([Cl:20])[C:15]=2[Cl:21])=[O:12])=[CH:8][C:7]([C:22]([CH3:25])([CH3:24])[CH3:23])=[N:6]1. (8) Given the reactants [Cl:1][C:2]1[CH:7]=[CH:6][C:5]([CH:8]([C:30]2[CH:35]=[CH:34][CH:33]=[C:32]([C:36]#[N:37])[CH:31]=2)[N:9]2[CH2:12][CH:11]([CH:13]([C:18]3[CH:19]=[C:20]([CH:26]=[C:27]([F:29])[CH:28]=3)[C:21]([O:23]CC)=[O:22])[C:14]([F:17])([CH3:16])[CH3:15])[CH2:10]2)=[CH:4][CH:3]=1.[Li+].[OH-].Cl, predict the reaction product. The product is: [Cl:1][C:2]1[CH:3]=[CH:4][C:5]([CH:8]([C:30]2[CH:35]=[CH:34][CH:33]=[C:32]([C:36]#[N:37])[CH:31]=2)[N:9]2[CH2:12][CH:11]([CH:13]([C:18]3[CH:19]=[C:20]([CH:26]=[C:27]([F:29])[CH:28]=3)[C:21]([OH:23])=[O:22])[C:14]([F:17])([CH3:16])[CH3:15])[CH2:10]2)=[CH:6][CH:7]=1.